Dataset: Reaction yield outcomes from USPTO patents with 853,638 reactions. Task: Predict the reaction yield, written as a fraction of the theoretical maximum amount of product (1.0 means a 100% yield; for example, 0.34 means a 34% yield). (1) The reactants are [Cl:1][C:2]1[C:11]([CH:12]=[O:13])=[CH:10][C:9]2[C:4](=[CH:5][CH:6]=[CH:7][CH:8]=2)[N:3]=1.O.O.P([O-])(O)(O)=[O:17].[Na+].Cl([O-])=O.[Na+].S([O-])([O-])=O.[Na+].[Na+].Cl. The catalyst is CC#N. The product is [Cl:1][C:2]1[C:11]([C:12]([OH:17])=[O:13])=[CH:10][C:9]2[C:4](=[CH:5][CH:6]=[CH:7][CH:8]=2)[N:3]=1. The yield is 0.605. (2) The reactants are NC[C:3]1[CH:4]=[C:5]([C:9]2[O:13][C:12]([C:14]3[C:15]([NH2:32])=[N:16][CH:17]=[C:18]([C:20]4[CH:25]=[CH:24][C:23]([S:26]([CH:29]([CH3:31])[CH3:30])(=[O:28])=[O:27])=[CH:22][CH:21]=4)[N:19]=3)=[N:11][N:10]=2)[CH:6]=[CH:7][CH:8]=1.CI.C(=O)([O-])[O-].[K+].[K+].[CH3:41][N:42]([CH:44]=O)[CH3:43]. The catalyst is C(OCC)(=O)C. The product is [CH3:43][N:42]([CH2:44][C:3]1[CH:4]=[C:5]([C:9]2[O:13][C:12]([C:14]3[C:15]([NH2:32])=[N:16][CH:17]=[C:18]([C:20]4[CH:25]=[CH:24][C:23]([S:26]([CH:29]([CH3:30])[CH3:31])(=[O:27])=[O:28])=[CH:22][CH:21]=4)[N:19]=3)=[N:11][N:10]=2)[CH:6]=[CH:7][CH:8]=1)[CH3:41]. The yield is 0.240.